From a dataset of Reaction yield outcomes from USPTO patents with 853,638 reactions. Predict the reaction yield, written as a fraction of the theoretical maximum amount of product (1.0 means a 100% yield; for example, 0.34 means a 34% yield). (1) The reactants are [CH3:1][N:2]([S:21]([C:24]1[S:25][CH:26]=[CH:27][CH:28]=1)(=[O:23])=[O:22])[C:3]1[CH:4]=[CH:5][CH:6]=[C:7]2[C:11]=1[NH:10][C:9]([C:12]1[S:13][CH:14]([CH2:17][C:18](O)=[O:19])[CH2:15][N:16]=1)=[CH:8]2.CC1C=CC=C([N+]([O-])=O)C=1C(OC(=O)C1C([N+]([O-])=O)=CC=CC=1C)=O.[CH3:54][S:55]([NH2:58])(=[O:57])=[O:56].Cl. The catalyst is CN(C)C1C=CN=CC=1.C(#N)C.C(N(CC)CC)C. The product is [CH3:54][S:55]([NH:58][C:18](=[O:19])[CH2:17][CH:14]1[S:13][C:12]([C:9]2[NH:10][C:11]3[C:7]([CH:8]=2)=[CH:6][CH:5]=[CH:4][C:3]=3[N:2]([CH3:1])[S:21]([C:24]2[S:25][CH:26]=[CH:27][CH:28]=2)(=[O:23])=[O:22])=[N:16][CH2:15]1)(=[O:57])=[O:56]. The yield is 0.330. (2) The reactants are [F:8][C:7]([F:10])([F:9])[C:6](O[C:6](=[O:11])[C:7]([F:10])([F:9])[F:8])=[O:11].[NH2:14][C:15]1[CH:23]=[CH:22][C:21]([CH3:24])=[CH:20][C:16]=1[C:17]([OH:19])=[O:18]. The catalyst is O. The product is [CH3:24][C:21]1[CH:22]=[CH:23][C:15]([NH:14][C:6](=[O:11])[C:7]([F:8])([F:9])[F:10])=[C:16]([CH:20]=1)[C:17]([OH:19])=[O:18]. The yield is 0.910.